Predict the reactants needed to synthesize the given product. From a dataset of Full USPTO retrosynthesis dataset with 1.9M reactions from patents (1976-2016). (1) Given the product [C:3]([C:7]1[N:12]=[C:11]([N:13]([CH3:21])[C:14]2[CH:19]=[CH:18][CH:17]=[CH:16][C:15]=2[CH3:20])[C:10]([C:22]([NH:24][S:34]([C:30]2[CH:31]=[CH:32][CH:33]=[C:28]([N+:25]([O-:27])=[O:26])[CH:29]=2)(=[O:35])=[O:36])=[O:23])=[CH:9][CH:8]=1)([CH3:6])([CH3:4])[CH3:5], predict the reactants needed to synthesize it. The reactants are: [H-].[Na+].[C:3]([C:7]1[N:12]=[C:11]([N:13]([CH3:21])[C:14]2[CH:19]=[CH:18][CH:17]=[CH:16][C:15]=2[CH3:20])[C:10]([C:22]([NH2:24])=[O:23])=[CH:9][CH:8]=1)([CH3:6])([CH3:5])[CH3:4].[N+:25]([C:28]1[CH:29]=[C:30]([S:34](Cl)(=[O:36])=[O:35])[CH:31]=[CH:32][CH:33]=1)([O-:27])=[O:26]. (2) Given the product [CH2:1]([C:5]12[CH2:17][CH2:16][C:15](=[O:18])[CH:14]=[C:13]1[C:12]1[C:7](=[C:8]([CH3:21])[C:9]([OH:19])=[CH:10][CH:11]=1)[CH2:6]2)[CH2:2][CH2:3][CH3:4], predict the reactants needed to synthesize it. The reactants are: [CH2:1]([C:5]12[CH2:17][CH2:16][C:15](=[O:18])[CH:14]=[C:13]1[C:12]1[C:7](=[C:8]([CH3:21])[C:9]([O:19]C)=[CH:10][CH:11]=1)[CH2:6]2)[CH2:2][CH2:3][CH3:4].B(Br)(Br)Br. (3) Given the product [CH2:35]=[CH:36][C:38]1[CH:47]=[CH:46][CH:45]=[CH:40][CH:39]=1.[CH2:78]=[CH:73][CH:74]=[CH2:75], predict the reactants needed to synthesize it. The reactants are: O.O.S([O-])[O-].C=O.[Na+].[Na+].C(N(CC([O-])=O)CC([O-])=O)CN(CC([O-])=O)CC([O-])=O.[Na+].[Na+].[Na+].[Na+].[K].[CH3:35][CH:36]([C:38]1[CH2:47][CH2:46][C@H:45]2[C:40](=CC[C@H]3[C@@](C(O)=O)(C)CCC[C@@]32C)[CH:39]=1)C.[Cl-].[K+].P([O-])([O-])([O-])=O.[K+].[K+].[K+].[OH-].[Na+].[OH-].[K+].[O-]O.[CH:73]12CC([C:78]1(C)C)C[CH2:75][CH:74]2C. (4) Given the product [O:1]=[C:2]1[CH2:10][CH:9]([CH3:11])[CH2:8][C:7]2[NH:6][CH:5]=[C:4]([C:12]([OH:14])=[O:13])[C:3]1=2, predict the reactants needed to synthesize it. The reactants are: [O:1]=[C:2]1[CH2:10][CH:9]([CH3:11])[CH2:8][C:7]2[NH:6][CH:5]=[C:4]([C:12]([O:14]CC)=[O:13])[C:3]1=2.[OH-].[Na+].Cl. (5) The reactants are: [F:1][C:2]1[CH:7]=[CH:6][C:5]([CH2:8][C:9]2[CH:18]=[C:17]3[C:12]([C:13]([OH:36])=[C:14]([C:27]([NH:29][CH:30]4[CH2:35][CH2:34]S[CH2:32][CH2:31]4)=[O:28])[C:15](=[O:26])[N:16]3[CH2:19][C:20]3[CH:21]=[N:22][CH:23]=[CH:24][CH:25]=3)=[N:11][CH:10]=2)=[CH:4][CH:3]=1.O[O:38][S:39]([O-:41])=O.[K+]. Given the product [O:38]=[S:39]1(=[O:41])[CH2:34][CH2:35][CH:30]([NH:29][C:27]([C:14]2[C:15](=[O:26])[N:16]([CH2:19][C:20]3[CH:21]=[N:22][CH:23]=[CH:24][CH:25]=3)[C:17]3[C:12]([C:13]=2[OH:36])=[N:11][CH:10]=[C:9]([CH2:8][C:5]2[CH:6]=[CH:7][C:2]([F:1])=[CH:3][CH:4]=2)[CH:18]=3)=[O:28])[CH2:31][CH2:32]1, predict the reactants needed to synthesize it.